This data is from Forward reaction prediction with 1.9M reactions from USPTO patents (1976-2016). The task is: Predict the product of the given reaction. (1) Given the reactants C(OC([C:6]1[CH:7]=[N:8][N:9]([C:12]2[CH:17]=[CH:16][C:15]([O:18][CH3:19])=[CH:14][CH:13]=2)[C:10]=1[NH2:11])=O)C.[OH-].[Na+], predict the reaction product. The product is: [CH3:19][O:18][C:15]1[CH:14]=[CH:13][C:12]([N:9]2[C:10]([NH2:11])=[CH:6][CH:7]=[N:8]2)=[CH:17][CH:16]=1. (2) Given the reactants [Br:1][C:2]1[CH:7]=[CH:6][C:5]([C:8]2[N:9]=[C:10]([NH:13][CH:14]([CH2:17][C:18]([F:21])([F:20])[F:19])[CH2:15][OH:16])[S:11][CH:12]=2)=[CH:4][CH:3]=1.C(N(CC)CC)C.Cl[C:30](Cl)([O:32]C(=O)OC(Cl)(Cl)Cl)Cl.C(=O)(O)[O-].[Na+], predict the reaction product. The product is: [Br:1][C:2]1[CH:7]=[CH:6][C:5]([C:8]2[N:9]=[C:10]([N:13]3[CH:14]([CH2:17][C:18]([F:19])([F:21])[F:20])[CH2:15][O:16][C:30]3=[O:32])[S:11][CH:12]=2)=[CH:4][CH:3]=1. (3) Given the reactants Cl.[NH2:2][C:3]1[C:4]2[C:14]([O:15][CH2:16][C@H:17]3[CH2:22][CH2:21][CH2:20][CH2:19][NH2+:18]3)=[CH:13][CH:12]=[CH:11][C:5]=2[NH:6][S:7](=[O:10])(=[O:9])[N:8]=1.[CH:23]1([C:28](O)=[O:29])[CH2:27][CH2:26][CH2:25][CH2:24]1, predict the reaction product. The product is: [NH2:2][C:3]1[C:4]2[C:14]([O:15][CH2:16][C@H:17]3[CH2:22][CH2:21][CH2:20][CH2:19][N:18]3[C:28]([CH:23]3[CH2:27][CH2:26][CH2:25][CH2:24]3)=[O:29])=[CH:13][CH:12]=[CH:11][C:5]=2[NH:6][S:7](=[O:9])(=[O:10])[N:8]=1. (4) Given the reactants [F:1][C:2]1[CH:3]=[C:4]([CH2:9][C@@H:10]([C:25]2[C:30]([C:31]3[CH:32]=[C:33]([CH:37]=[CH:38][CH:39]=3)[C:34]([NH2:36])=[O:35])=[CH:29][CH:28]=[CH:27][N:26]=2)[NH:11][C:12](=[O:24])[CH2:13][C:14]2[C:22]3[C:17](=[CH:18]C=C(F)C=3)NC=2)[CH:5]=[C:6]([F:8])[CH:7]=1.FC(F)(F)C(O)=O.[NH2:47][C@H:48](C1C(C2C=C(C=CC=2)C(N)=O)=CC=CN=1)CC1C=C(F)C=C(F)C=1.N1C=CC=CC=1CC(O)=O, predict the reaction product. The product is: [F:8][C:6]1[CH:5]=[C:4]([CH2:9][C@@H:10]([C:25]2[C:30]([C:31]3[CH:32]=[C:33]([CH:37]=[CH:38][CH:39]=3)[C:34]([NH2:36])=[O:35])=[CH:29][CH:28]=[CH:27][N:26]=2)[NH:11][C:12](=[O:24])[CH2:13][C:14]2[CH:22]=[CH:17][CH:18]=[CH:48][N:47]=2)[CH:3]=[C:2]([F:1])[CH:7]=1. (5) Given the reactants C[O:2][C:3](=[O:22])[CH:4]=[CH:5][CH:6]1[O:11][CH2:10][CH2:9][N:8]([C:12]([O:14][CH2:15][C:16]2[CH:21]=[CH:20][CH:19]=[CH:18][CH:17]=2)=[O:13])[CH2:7]1.[OH-].[Na+], predict the reaction product. The product is: [CH2:15]([O:14][C:12]([N:8]1[CH2:9][CH2:10][O:11][CH:6]([CH:5]=[CH:4][C:3]([OH:22])=[O:2])[CH2:7]1)=[O:13])[C:16]1[CH:21]=[CH:20][CH:19]=[CH:18][CH:17]=1. (6) Given the reactants [C:1]1([N:7]2[C:11]([CH2:12][CH2:13][CH:14]=O)=[CH:10][C:9]([CH2:16][CH3:17])=[N:8]2)[CH:6]=[CH:5][CH:4]=[CH:3][CH:2]=1.[C:18]1([N:24]2[CH2:29][CH2:28][NH:27][CH2:26][CH2:25]2)[CH:23]=[CH:22][CH:21]=[CH:20][CH:19]=1.CCN(C(C)C)C(C)C.[BH-](OC(C)=O)(OC(C)=O)OC(C)=O.[Na+], predict the reaction product. The product is: [C:18]1([N:24]2[CH2:29][CH2:28][N:27]([CH2:14][CH2:13][CH2:12][C:11]3[N:7]([C:1]4[CH:6]=[CH:5][CH:4]=[CH:3][CH:2]=4)[N:8]=[C:9]([CH2:16][CH3:17])[CH:10]=3)[CH2:26][CH2:25]2)[CH:23]=[CH:22][CH:21]=[CH:20][CH:19]=1.